From a dataset of Forward reaction prediction with 1.9M reactions from USPTO patents (1976-2016). Predict the product of the given reaction. (1) The product is: [C:32]([O:36][C:37]([N:39]1[CH2:44][CH2:43][CH:42]([CH:45]=[C:21]([Br:24])[Br:20])[CH2:41][CH2:40]1)=[O:38])([CH3:35])([CH3:33])[CH3:34]. Given the reactants C1(P(C2C=CC=CC=2)C2C=CC=CC=2)C=CC=CC=1.[Br:20][C:21]([Br:24])(Br)Br.C(N(CC)CC)C.[C:32]([O:36][C:37]([N:39]1[CH2:44][CH2:43][CH:42]([CH:45]=O)[CH2:41][CH2:40]1)=[O:38])([CH3:35])([CH3:34])[CH3:33], predict the reaction product. (2) Given the reactants Br[C:2]1[CH:3]=[CH:4][C:5]([C:8]2[CH:13]=[CH:12][C:11]([O:14][CH2:15][C:16]3[CH:21]=[CH:20][CH:19]=[CH:18][CH:17]=3)=[C:10]([F:22])[CH:9]=2)=[N:6][CH:7]=1.[Na+].[CH3:24][S:25]([O-:27])=[O:26].[OH-].[Na+].O, predict the reaction product. The product is: [F:22][C:10]1[CH:9]=[C:8]([C:5]2[CH:4]=[CH:3][C:2]([S:25]([CH3:24])(=[O:27])=[O:26])=[CH:7][N:6]=2)[CH:13]=[CH:12][C:11]=1[O:14][CH2:15][C:16]1[CH:21]=[CH:20][CH:19]=[CH:18][CH:17]=1. (3) Given the reactants C([O:3][C:4](=[O:13])[CH2:5][O:6][C:7]1[CH:8]=[N:9][CH:10]=[CH:11][CH:12]=1)C.[OH-].[Li+].Cl, predict the reaction product. The product is: [N:9]1[CH:10]=[CH:11][CH:12]=[C:7]([O:6][CH2:5][C:4]([OH:13])=[O:3])[CH:8]=1. (4) Given the reactants Cl[C:2]1[CH:11]=[C:10]([C:12]2[C:13]([F:18])=[N:14][CH:15]=[CH:16][CH:17]=2)[C:9]2[CH2:8][CH2:7][CH2:6][CH2:5][C:4]=2[N:3]=1.[F:19][C:20]1[N:25]=[C:24]([CH2:26][OH:27])[CH:23]=[CH:22][CH:21]=1.C(Cl)(Cl)Cl.C(=O)([O-])[O-].[Cs+].[Cs+], predict the reaction product. The product is: [F:18][C:13]1[C:12]([C:10]2[C:9]3[CH2:8][CH2:7][CH2:6][CH2:5][C:4]=3[N:3]=[C:2]([O:27][CH2:26][C:24]3[CH:23]=[CH:22][CH:21]=[C:20]([F:19])[N:25]=3)[CH:11]=2)=[CH:17][CH:16]=[CH:15][N:14]=1. (5) Given the reactants [CH3:1][C:2]1[NH:6][N:5]=[C:4]([NH:7][C:8](=[O:15])[C:9]2[CH:14]=[CH:13][CH:12]=[N:11][CH:10]=2)[CH:3]=1.C(N(CC)CC)C.[CH:23]1([C:26](Cl)=[O:27])[CH2:25][CH2:24]1, predict the reaction product. The product is: [CH:23]1([C:26]([N:6]2[C:2]([CH3:1])=[CH:3][C:4]([NH:7][C:8](=[O:15])[C:9]3[CH:14]=[CH:13][CH:12]=[N:11][CH:10]=3)=[N:5]2)=[O:27])[CH2:25][CH2:24]1. (6) Given the reactants [Cl:1][C:2]1[N:7]=[C:6]2[CH:8]=[C:9]([CH:20]=[O:21])[N:10](S(C3C=CC=CC=3)(=O)=O)[C:5]2=[CH:4][CH:3]=1.[OH-].[Na+].CO.[NH4+].[Cl-], predict the reaction product. The product is: [Cl:1][C:2]1[N:7]=[C:6]2[CH:8]=[C:9]([CH:20]=[O:21])[NH:10][C:5]2=[CH:4][CH:3]=1. (7) Given the reactants Cl[C:2]1[C:7]([O:8][C:9]2[CH:14]=[CH:13][CH:12]=[CH:11][C:10]=2[O:15][CH3:16])=[C:6]([Cl:17])[N:5]=[C:4]([C:18]2[N:23]=[CH:22][CH:21]=[CH:20][N:19]=2)[N:3]=1.[K+].[C:25]([C:29]1[CH:34]=[CH:33][C:32]([S:35]([NH-:38])(=[O:37])=[O:36])=[CH:31][CH:30]=1)([CH3:28])([CH3:27])[CH3:26], predict the reaction product. The product is: [C:25]([C:29]1[CH:34]=[CH:33][C:32]([S:35]([NH:38][C:2]2[C:7]([O:8][C:9]3[CH:14]=[CH:13][CH:12]=[CH:11][C:10]=3[O:15][CH3:16])=[C:6]([Cl:17])[N:5]=[C:4]([C:18]3[N:23]=[CH:22][CH:21]=[CH:20][N:19]=3)[N:3]=2)(=[O:36])=[O:37])=[CH:31][CH:30]=1)([CH3:28])([CH3:26])[CH3:27].